From a dataset of Reaction yield outcomes from USPTO patents with 853,638 reactions. Predict the reaction yield, written as a fraction of the theoretical maximum amount of product (1.0 means a 100% yield; for example, 0.34 means a 34% yield). The reactants are [Cl:1][C:2]1[S:6][C:5]([S:7](Cl)(=[O:9])=[O:8])=[CH:4][CH:3]=1.[CH2:11]([CH:13]([CH2:18][CH2:19][OH:20])[CH:14](C)[CH2:15][OH:16])[CH3:12].C([N:23](CC)CC)C.CCOC(C)=O.CCCCCC. The catalyst is C(Cl)Cl. The product is [Cl:1][C:2]1[S:6][C:5]([S:7]([NH:23][CH:14]([CH2:15][OH:16])[CH:13]([CH2:11][CH3:12])[CH2:18][CH2:19][OH:20])(=[O:9])=[O:8])=[CH:4][CH:3]=1. The yield is 0.0730.